From a dataset of Reaction yield outcomes from USPTO patents with 853,638 reactions. Predict the reaction yield, written as a fraction of the theoretical maximum amount of product (1.0 means a 100% yield; for example, 0.34 means a 34% yield). (1) The reactants are [NH2:1][C:2]1[CH:3]=[C:4]([CH:21]=[CH:22][C:23]=1[O:24][CH:25]1[CH2:27][CH2:26]1)[C:5]([NH:7][C:8]1[CH:9]=[N:10][C:11]([C:14]2[CH:19]=[CH:18][CH:17]=[CH:16][C:15]=2[F:20])=[CH:12][CH:13]=1)=[O:6].[N:28]1([CH2:33][C:34](O)=[O:35])[CH:32]=[CH:31][CH:30]=[N:29]1.C1CN([P+](ON2N=NC3C=CC=CC2=3)(N2CCCC2)N2CCCC2)CC1.F[P-](F)(F)(F)(F)F.C(N(C(C)C)C(C)C)C. The catalyst is CN(C=O)C. The product is [CH:25]1([O:24][C:23]2[CH:22]=[CH:21][C:4]([C:5]([NH:7][C:8]3[CH:9]=[N:10][C:11]([C:14]4[CH:19]=[CH:18][CH:17]=[CH:16][C:15]=4[F:20])=[CH:12][CH:13]=3)=[O:6])=[CH:3][C:2]=2[NH:1][C:34](=[O:35])[CH2:33][N:28]2[CH:32]=[CH:31][CH:30]=[N:29]2)[CH2:26][CH2:27]1. The yield is 0.360. (2) The yield is 0.870. The catalyst is ClCCl.N1C=CC=CC=1. The reactants are [CH2:1]([O:3][C:4]([C:6]1[S:10][C:9]([NH2:11])=[N:8][C:7]=1[CH3:12])=[O:5])[CH3:2].[CH3:13][S:14](Cl)(=[O:16])=[O:15]. The product is [CH2:1]([O:3][C:4]([C:6]1[S:10][C:9]([NH:11][S:14]([CH3:13])(=[O:16])=[O:15])=[N:8][C:7]=1[CH3:12])=[O:5])[CH3:2]. (3) The reactants are [Cl:1][C:2]1[NH:3][C:4](I)=[C:5]([N+:7]([O-:9])=[O:8])[N:6]=1.C(N(CC)CC)C. The catalyst is C(O)C.[C].[Pd]. The product is [Cl:1][C:2]1[NH:3][CH:4]=[C:5]([N+:7]([O-:9])=[O:8])[N:6]=1. The yield is 0.0100. (4) The reactants are [F:1][C:2]1[CH:7]=[CH:6][CH:5]=[C:4]([O:8][C:9]2[CH:14]=[CH:13][C:12]([CH2:15][C:16]([F:19])([F:18])[F:17])=[CH:11][C:10]=2[O:20]C)[N:3]=1.B(Br)(Br)Br. No catalyst specified. The product is [F:1][C:2]1[N:3]=[C:4]([O:8][C:9]2[CH:14]=[CH:13][C:12]([CH2:15][C:16]([F:17])([F:18])[F:19])=[CH:11][C:10]=2[OH:20])[CH:5]=[CH:6][CH:7]=1. The yield is 0.750. (5) The reactants are [CH2:1]1[O:26][C:25]2[CH:24]=[CH:23][C:5]([CH2:6][NH:7][C:8]3[C:9]4[S:16][C:15]([C:17]5[CH:18]=[N:19][CH:20]=[CH:21][CH:22]=5)=[CH:14][C:10]=4[N:11]=[CH:12][N:13]=3)=[CH:4][C:3]=2[O:2]1.[CH3:27]I.[H-].[Na+]. The catalyst is C1COCC1. The product is [CH2:1]1[O:26][C:25]2[CH:24]=[CH:23][C:5]([CH2:6][N:7]([CH3:27])[C:8]3[C:9]4[S:16][C:15]([C:17]5[CH:18]=[N:19][CH:20]=[CH:21][CH:22]=5)=[CH:14][C:10]=4[N:11]=[CH:12][N:13]=3)=[CH:4][C:3]=2[O:2]1. The yield is 0.600. (6) The reactants are [Br:1][C:2]1[CH:7]=[CH:6][CH:5]=[CH:4][C:3]=1I.C([Mg]Cl)(C)C.[CH3:14][C:15]1[CH:16]=[C:17]([P:24]([C:26]2[CH:31]=[C:30]([CH3:32])[C:29]([O:33][CH3:34])=[C:28]([CH3:35])[CH:27]=2)Cl)[CH:18]=[C:19]([CH3:23])[C:20]=1[O:21][CH3:22]. The catalyst is C1COCC1.CC(OC)(C)C. The product is [Br:1][C:2]1[CH:7]=[CH:6][CH:5]=[CH:4][C:3]=1[P:24]([C:26]1[CH:31]=[C:30]([CH3:32])[C:29]([O:33][CH3:34])=[C:28]([CH3:35])[CH:27]=1)[C:17]1[CH:16]=[C:15]([CH3:14])[C:20]([O:21][CH3:22])=[C:19]([CH3:23])[CH:18]=1. The yield is 0.760.